This data is from CYP2C9 inhibition data for predicting drug metabolism from PubChem BioAssay. The task is: Regression/Classification. Given a drug SMILES string, predict its absorption, distribution, metabolism, or excretion properties. Task type varies by dataset: regression for continuous measurements (e.g., permeability, clearance, half-life) or binary classification for categorical outcomes (e.g., BBB penetration, CYP inhibition). Dataset: cyp2c9_veith. (1) The drug is C[C@H](NCCC(c1ccccc1)c1ccccc1)c1ccccc1. The result is 0 (non-inhibitor). (2) The compound is CO[C@H]1COC(=O)[C@H](C)COC(=O)[C@H](C)NC(=O)C/C=C\[C@H]1C. The result is 0 (non-inhibitor). (3) The drug is NC(=O)c1ccccc1-c1nc(-n2ccnc2)c2ccccc2n1. The result is 0 (non-inhibitor). (4) The drug is Oc1ccc(C2Nc3cccc4cccc(c34)N2)c(O)c1. The result is 1 (inhibitor). (5) The compound is Cc1ccccc1CSc1nccn1-c1ccccc1. The result is 1 (inhibitor). (6) The compound is O=C(c1cnccn1)N1CCC2(CC1)CN(C(c1ccccc1)c1ccccc1)C2. The result is 0 (non-inhibitor).